This data is from Reaction yield outcomes from USPTO patents with 853,638 reactions. The task is: Predict the reaction yield, written as a fraction of the theoretical maximum amount of product (1.0 means a 100% yield; for example, 0.34 means a 34% yield). (1) The reactants are [CH2:1]1[CH2:5]O[CH2:3][CH2:2]1.[CH3:6][N-:7]OC.[CH2:10]([Li])[CH2:11][CH2:12][CH2:13][CH2:14]C.[NH4+].[Cl-].C([O:22][CH2:23][CH3:24])(=O)C. No catalyst specified. The product is [N:7]1[CH:6]=[CH:5][CH:1]=[C:2]([C:23](=[O:22])[CH2:24][CH2:10][CH2:11][CH2:12][CH2:13][CH3:14])[CH:3]=1. The yield is 0.780. (2) The reactants are [Cl:1][C:2]1[CH:11]=[CH:10][C:9]2[C:4](=[CH:5][C:6]3[CH2:16][CH2:15][NH:14][CH2:13][CH2:12][C:7]=3[CH:8]=2)[N:3]=1.[F:17][C:18]([F:38])([F:37])[C:19](N1CCC2C=C3C(C=CC(=O)N3)=CC=2CC1)=[O:20].P(Cl)(Cl)(Cl)=[O:40].C(=O)([O-])[O-].[K+].[K+]. No catalyst specified. The product is [F:17][C:18]([F:38])([F:37])[C:19]([OH:40])=[O:20].[Cl:1][C:2]1[CH:11]=[CH:10][C:9]2[C:4](=[CH:5][C:6]3[CH2:16][CH2:15][NH:14][CH2:13][CH2:12][C:7]=3[CH:8]=2)[N:3]=1. The yield is 0.390. (3) The reactants are [OH-:1].[K+].[N+:3]([C:6]1[CH:16]=[CH:15][CH:14]=[C:8]2[C:9]([NH:11][C:12](=[O:13])[C:7]=12)=[O:10])([O-:5])=[O:4].Cl. The catalyst is O. The product is [N+:3]([C:6]1[CH:16]=[CH:15][CH:14]=[C:8]([C:9]([OH:1])=[O:10])[C:7]=1[C:12]([NH2:11])=[O:13])([O-:5])=[O:4]. The yield is 0.900.